From a dataset of Reaction yield outcomes from USPTO patents with 853,638 reactions. Predict the reaction yield, written as a fraction of the theoretical maximum amount of product (1.0 means a 100% yield; for example, 0.34 means a 34% yield). (1) The product is [C:13]12([CH2:23][CH2:24][N:25]([CH3:26])[C:5]([N:37]([CH3:36])[CH2:38][CH2:39][CH2:40][C:41]3[CH:42]=[CH:43][N:44]=[CH:45][CH:46]=3)=[O:11])[CH2:20][CH:19]3[CH2:18][CH:17]([CH2:16][CH:15]([CH2:21]3)[CH2:14]1)[CH2:22]2. The reactants are ClC(Cl)(O[C:5](=[O:11])OC(Cl)(Cl)Cl)Cl.[C:13]12([CH2:23][CH2:24][NH:25][CH3:26])[CH2:22][CH:17]3[CH2:18][CH:19]([CH2:21][CH:15]([CH2:16]3)[CH2:14]1)[CH2:20]2.C(N(C(C)C)CC)(C)C.[CH3:36][NH:37][CH2:38][CH2:39][CH2:40][C:41]1[CH:46]=[CH:45][N:44]=[CH:43][CH:42]=1. The catalyst is ClCCl.C(OCC)C. The yield is 0.540. (2) The reactants are [CH3:1][N:2]1[C@@H:19]2[CH2:20][C:7]3=[CH:8][CH:9]=[C:10]([OH:22])[C:11]4[O:12][C@H:13]5[C:14]([CH2:16][CH2:17][C@:18]2([OH:21])[C@:5]5([C:6]=43)[CH2:4][CH2:3]1)=[O:15].[ClH:23]. The catalyst is C(O)C. The product is [CH3:1][N:2]1[C@@H:19]2[CH2:20][C:7]3=[CH:8][CH:9]=[C:10]([OH:22])[C:11]4[O:12][C@H:13]5[C:14]([CH2:16][CH2:17][C@:18]2([OH:21])[C@:5]5([C:6]=43)[CH2:4][CH2:3]1)=[O:15].[ClH:23]. The yield is 0.867. (3) The reactants are [F:1][C:2]1[CH:7]=[CH:6][C:5]([F:8])=[CH:4][C:3]=1[O:9][C:10]1[CH:15]=[CH:14][C:13]([N+:16]([O-])=O)=[CH:12][CH:11]=1.O.NN. The catalyst is CO.[Ni]. The product is [F:1][C:2]1[CH:7]=[CH:6][C:5]([F:8])=[CH:4][C:3]=1[O:9][C:10]1[CH:11]=[CH:12][C:13]([NH2:16])=[CH:14][CH:15]=1. The yield is 0.930.